This data is from Peptide-MHC class I binding affinity with 185,985 pairs from IEDB/IMGT. The task is: Regression. Given a peptide amino acid sequence and an MHC pseudo amino acid sequence, predict their binding affinity value. This is MHC class I binding data. The peptide sequence is IISTFHLSI. The MHC is HLA-A02:06 with pseudo-sequence HLA-A02:06. The binding affinity (normalized) is 0.485.